From a dataset of Full USPTO retrosynthesis dataset with 1.9M reactions from patents (1976-2016). Predict the reactants needed to synthesize the given product. (1) The reactants are: [C:1]([O:5][C:6]([N:8]1[CH2:13][CH2:12][CH:11]([CH:14]([C:22]([O:24][CH2:25][CH3:26])=[O:23])[N:15]2[CH2:20][CH2:19][C:18](=[O:21])[CH2:17][CH2:16]2)[CH2:10][CH2:9]1)=[O:7])([CH3:4])([CH3:3])[CH3:2].C[Si]([N-][Si](C)(C)C)(C)C.[Li+].C1C=CC(N([S:44]([C:47]([F:50])([F:49])[F:48])(=[O:46])=[O:45])[S:44]([C:47]([F:50])([F:49])[F:48])(=[O:46])=[O:45])=CC=1. Given the product [C:1]([O:5][C:6]([N:8]1[CH2:13][CH2:12][CH:11]([CH:14]([C:22]([O:24][CH2:25][CH3:26])=[O:23])[N:15]2[CH2:16][CH:17]=[C:18]([O:21][S:44]([C:47]([F:50])([F:49])[F:48])(=[O:46])=[O:45])[CH2:19][CH2:20]2)[CH2:10][CH2:9]1)=[O:7])([CH3:4])([CH3:3])[CH3:2], predict the reactants needed to synthesize it. (2) The reactants are: Cl.[NH2:2][C@H:3]1[CH2:8][CH2:7][C@H:6]([NH:9][C:10]([C:12]2[C:16]3[N:17]=[CH:18][N:19]=[C:20]([C:21]4[CH:26]=[C:25]([O:27][CH3:28])[CH:24]=[CH:23][C:22]=4[O:29][CH2:30][CH:31]4[CH2:33][CH2:32]4)[C:15]=3[NH:14][C:13]=2[CH3:34])=[O:11])[CH2:5][CH2:4]1.[C:35](Cl)(=[O:37])[CH3:36]. Given the product [C:35]([NH:2][C@H:3]1[CH2:8][CH2:7][C@H:6]([NH:9][C:10]([C:12]2[C:16]3[N:17]=[CH:18][N:19]=[C:20]([C:21]4[CH:26]=[C:25]([O:27][CH3:28])[CH:24]=[CH:23][C:22]=4[O:29][CH2:30][CH:31]4[CH2:32][CH2:33]4)[C:15]=3[NH:14][C:13]=2[CH3:34])=[O:11])[CH2:5][CH2:4]1)(=[O:37])[CH3:36], predict the reactants needed to synthesize it. (3) Given the product [Br:1][C:2]1[CH:9]=[CH:8][C:5]([CH:6]2[O:13][CH2:12][CH2:11][O:7]2)=[C:4]([F:10])[CH:3]=1, predict the reactants needed to synthesize it. The reactants are: [Br:1][C:2]1[CH:9]=[CH:8][C:5]([CH:6]=[O:7])=[C:4]([F:10])[CH:3]=1.[CH2:11](O)[CH2:12][OH:13].C(OCC)(OCC)OCC.C1(C)C=CC(S(O)(=O)=O)=CC=1. (4) Given the product [NH2:10][CH2:9][C:8]([C:12]1[CH:17]=[CH:16][CH:15]=[CH:14][N:13]=1)([OH:7])[CH3:11], predict the reactants needed to synthesize it. The reactants are: [H-].[H-].[H-].[H-].[Li+].[Al+3].[OH:7][C:8]([C:12]1[CH:17]=[CH:16][CH:15]=[CH:14][N:13]=1)([CH3:11])[C:9]#[N:10]. (5) Given the product [F:1][C:2]1[CH:3]=[CH:4][C:5]([C@@H:8]([OH:45])[CH2:9][S:10][C@@H:11]2[C@@H:14]([C:15]3[CH:20]=[CH:19][C:18]([OH:21])=[CH:17][CH:16]=3)[N:13]([C:29]3[CH:34]=[CH:33][C:32]([C:54]4[CH:59]=[CH:58][C:57]([C:60]([F:63])([F:62])[F:61])=[CH:56][N:55]=4)=[CH:31][CH:30]=3)[C:12]2=[O:44])=[CH:6][CH:7]=1, predict the reactants needed to synthesize it. The reactants are: [F:1][C:2]1[CH:7]=[CH:6][C:5]([C@@H:8]([O:45][Si](C)(C)C(C)(C)C)[CH2:9][S:10][C@@H:11]2[C@@H:14]([C:15]3[CH:20]=[CH:19][C:18]([O:21][Si](C)(C)C(C)(C)C)=[CH:17][CH:16]=3)[N:13]([C:29]3[CH:34]=[CH:33][C:32](B4OC(C)(C)C(C)(C)O4)=[CH:31][CH:30]=3)[C:12]2=[O:44])=[CH:4][CH:3]=1.Br[C:54]1[CH:59]=[CH:58][C:57]([C:60]([F:63])([F:62])[F:61])=[CH:56][N:55]=1.C(=O)([O-])[O-].[K+].[K+].Cl.O1CCOCC1. (6) Given the product [F:1][C:2]1[CH:11]=[C:10]([F:12])[CH:9]=[C:8]2[C:3]=1[C:4]([NH:20][C:21]1[CH:22]=[N:23][CH:24]=[C:25]([N:27]3[CH2:32][CH2:31][O:30][CH2:29][CH2:28]3)[CH:26]=1)=[C:5]([CH3:19])[C:6]([N:13]1[CH2:14][CH2:15][N:16]([C:39]([C:36]3[CH:37]=[CH:38][N:33]=[CH:34][N:35]=3)=[O:40])[CH2:17][CH2:18]1)=[N:7]2, predict the reactants needed to synthesize it. The reactants are: [F:1][C:2]1[CH:11]=[C:10]([F:12])[CH:9]=[C:8]2[C:3]=1[C:4]([NH:20][C:21]1[CH:22]=[N:23][CH:24]=[C:25]([N:27]3[CH2:32][CH2:31][O:30][CH2:29][CH2:28]3)[CH:26]=1)=[C:5]([CH3:19])[C:6]([N:13]1[CH2:18][CH2:17][NH:16][CH2:15][CH2:14]1)=[N:7]2.[N:33]1[CH:38]=[CH:37][C:36]([C:39](O)=[O:40])=[N:35][CH:34]=1.